This data is from Peptide-MHC class II binding affinity with 134,281 pairs from IEDB. The task is: Regression. Given a peptide amino acid sequence and an MHC pseudo amino acid sequence, predict their binding affinity value. This is MHC class II binding data. The peptide sequence is NHFFNHHKVMLLGHS. The MHC is DRB1_0101 with pseudo-sequence DRB1_0101. The binding affinity (normalized) is 0.614.